This data is from Forward reaction prediction with 1.9M reactions from USPTO patents (1976-2016). The task is: Predict the product of the given reaction. (1) Given the reactants [Si:1]([O:8][CH2:9][CH2:10][C:11]1[N:12]([CH3:25])[C:13]2[C:18]([CH:19]=1)=[CH:17][C:16]([C:20](=O)[CH2:21][CH2:22][CH3:23])=[CH:15][CH:14]=2)([C:4]([CH3:7])([CH3:6])[CH3:5])([CH3:3])[CH3:2].[CH3:26][O:27][C:28]1[CH:35]=[C:34]([O:36][CH3:37])[CH:33]=[CH:32][C:29]=1[CH2:30][NH2:31].CCN(CC)CC, predict the reaction product. The product is: [Si:1]([O:8][CH2:9][CH2:10][C:11]1[N:12]([CH3:25])[C:13]2[C:18]([CH:19]=1)=[CH:17][C:16]([C:20](=[N:31][CH2:30][C:29]1[CH:32]=[CH:33][C:34]([O:36][CH3:37])=[CH:35][C:28]=1[O:27][CH3:26])[CH2:21][CH2:22][CH3:23])=[CH:15][CH:14]=2)([C:4]([CH3:5])([CH3:7])[CH3:6])([CH3:3])[CH3:2]. (2) Given the reactants C(OC([N:8]1[CH2:13][CH2:12][CH:11]([NH:14][C:15]([O:17][CH2:18][C:19]2[CH:24]=[CH:23][CH:22]=[CH:21][CH:20]=2)=[O:16])[CH:10]([F:25])[CH2:9]1)=O)(C)(C)C, predict the reaction product. The product is: [CH2:18]([O:17][C:15](=[O:16])[NH:14][CH:11]1[CH2:12][CH2:13][NH:8][CH2:9][CH:10]1[F:25])[C:19]1[CH:20]=[CH:21][CH:22]=[CH:23][CH:24]=1.